This data is from Catalyst prediction with 721,799 reactions and 888 catalyst types from USPTO. The task is: Predict which catalyst facilitates the given reaction. (1) The catalyst class is: 552. Reactant: Br[C:2]1[C:3]([NH:14][C:15]2[C:24]3[C:19](=[CH:20][C:21]([F:26])=[CH:22][C:23]=3[F:25])[N:18]=[C:17]([C:27]3[CH:32]=[CH:31][CH:30]=[CH:29][N:28]=3)[C:16]=2[CH3:33])=[CH:4][C:5]([N:8]2[CH2:13][CH2:12][O:11][CH2:10][CH2:9]2)=[N:6][CH:7]=1.[F:34][CH:35]([F:52])[O:36][C:37]1[CH:38]=[C:39](B2OC(C)(C)C(C)(C)O2)[CH:40]=[CH:41][CH:42]=1.C1(P(C2CCCCC2)C2CCCCC2)CCCCC1.[O-]P([O-])([O-])=O.[K+].[K+].[K+]. Product: [F:34][CH:35]([F:52])[O:36][C:37]1[CH:42]=[C:41]([C:2]2[C:3]([NH:14][C:15]3[C:24]4[C:19](=[CH:20][C:21]([F:26])=[CH:22][C:23]=4[F:25])[N:18]=[C:17]([C:27]4[CH:32]=[CH:31][CH:30]=[CH:29][N:28]=4)[C:16]=3[CH3:33])=[CH:4][C:5]([N:8]3[CH2:13][CH2:12][O:11][CH2:10][CH2:9]3)=[N:6][CH:7]=2)[CH:40]=[CH:39][CH:38]=1. (2) Reactant: [N:1]([CH2:4][CH2:5][CH2:6][C:7]1([C:32]2[CH:37]=[CH:36][CH:35]=[CH:34][CH:33]=2)[N:11]([C:12](=[O:23])[CH:13]([NH:15]C(=O)OC(C)(C)C)[CH3:14])[N:10]=[C:9]([C:24]2[CH:29]=[C:28]([F:30])[CH:27]=[CH:26][C:25]=2[F:31])[S:8]1)=[N+:2]=[N-:3].Cl. Product: [NH2:15][CH:13]([CH3:14])[C:12]([N:11]1[N:10]=[C:9]([C:24]2[CH:29]=[C:28]([F:30])[CH:27]=[CH:26][C:25]=2[F:31])[S:8][C:7]1([CH2:6][CH2:5][CH2:4][N:1]=[N+:2]=[N-:3])[C:32]1[CH:37]=[CH:36][CH:35]=[CH:34][CH:33]=1)=[O:23]. The catalyst class is: 14. (3) Reactant: [CH3:1][C:2]1[NH:3][C:4]2[C:9]([C:10]=1[CH3:11])=[CH:8][C:7]([C:12]([OH:14])=[O:13])=[CH:6][CH:5]=2.Br[CH2:16][C:17]1[CH:22]=[CH:21][C:20]([C:23]2([C:26]([O:28][CH3:29])=[O:27])[CH2:25][CH2:24]2)=[CH:19][CH:18]=1.[H-].[Na+].Cl. Product: [CH3:29][O:28][C:26]([C:23]1([C:20]2[CH:19]=[CH:18][C:17]([CH2:16][N:3]3[C:4]4[C:9](=[CH:8][C:7]([C:12]([OH:14])=[O:13])=[CH:6][CH:5]=4)[C:10]([CH3:11])=[C:2]3[CH3:1])=[CH:22][CH:21]=2)[CH2:25][CH2:24]1)=[O:27]. The catalyst class is: 39.